The task is: Predict which catalyst facilitates the given reaction.. This data is from Catalyst prediction with 721,799 reactions and 888 catalyst types from USPTO. (1) Reactant: [CH3:1][O:2][C:3](=[O:14])[C:4]#[C:5][C:6]1[CH:11]=[CH:10][CH:9]=[C:8]([O:12][CH3:13])[N:7]=1.[CH2:15]([N:22]([CH2:28]OC)[CH2:23][Si](C)(C)C)[C:16]1[CH:21]=[CH:20][CH:19]=[CH:18][CH:17]=1.C(O)(C(F)(F)F)=O. Product: [CH3:1][O:2][C:3]([C:4]1[CH2:23][N:22]([CH2:15][C:16]2[CH:21]=[CH:20][CH:19]=[CH:18][CH:17]=2)[CH2:28][C:5]=1[C:6]1[CH:11]=[CH:10][CH:9]=[C:8]([O:12][CH3:13])[N:7]=1)=[O:14]. The catalyst class is: 2. (2) Reactant: [NH2:1][C:2]1[CH:3]=[C:4]2[C:9](=[CH:10][C:11]=1[O:12]C)[N:8]=[C:7]([O:14][CH:15]([CH3:17])[CH3:16])[CH:6]=[C:5]2[C:18]([F:21])([F:20])[F:19]. Product: [NH2:1][C:2]1[CH:3]=[C:4]2[C:9](=[CH:10][C:11]=1[OH:12])[N:8]=[C:7]([O:14][CH:15]([CH3:17])[CH3:16])[CH:6]=[C:5]2[C:18]([F:21])([F:19])[F:20]. The catalyst class is: 25. (3) Reactant: [F:1][C:2]([C@H:5]1[CH2:10][CH2:9][C@H:8]([O:11][C:12]2[C:13]([C:29]([F:32])([F:31])[F:30])=[C:14]3[C:19](=[CH:20][CH:21]=2)[CH:18]=[C:17]([C@:22]2([CH3:28])[CH2:26][O:25]C(=O)[NH:23]2)[CH:16]=[CH:15]3)[CH2:7][CH2:6]1)([F:4])[CH3:3].[Li+].[OH-]. Product: [NH2:23][C@@:22]([C:17]1[CH:16]=[CH:15][C:14]2[C:19](=[CH:20][CH:21]=[C:12]([O:11][C@H:8]3[CH2:7][CH2:6][C@H:5]([C:2]([F:1])([F:4])[CH3:3])[CH2:10][CH2:9]3)[C:13]=2[C:29]([F:31])([F:32])[F:30])[CH:18]=1)([CH3:28])[CH2:26][OH:25]. The catalyst class is: 88. (4) Reactant: [Cl:1][C:2]1[CH:3]=[C:4]([CH:7]=[C:8]([Cl:21])[C:9]=1[N:10]1[CH:20]=[C:13]2[C:14](Cl)=[N:15][CH:16]=[C:17]([Cl:18])[C:12]2=[N:11]1)[C:5]#[N:6].[CH3:22][C:23]1[N:28]=[CH:27][N:26]=[C:25]([NH2:29])[CH:24]=1.CC1(C)C2C(=C(P(C3C=CC=CC=3)C3C=CC=CC=3)C=CC=2)OC2C(P(C3C=CC=CC=3)C3C=CC=CC=3)=CC=CC1=2.C(=O)([O-])[O-].[Cs+].[Cs+]. Product: [Cl:1][C:2]1[CH:3]=[C:4]([CH:7]=[C:8]([Cl:21])[C:9]=1[N:10]1[CH:20]=[C:13]2[C:14]([NH:29][C:25]3[CH:24]=[C:23]([CH3:22])[N:28]=[CH:27][N:26]=3)=[N:15][CH:16]=[C:17]([Cl:18])[C:12]2=[N:11]1)[C:5]#[N:6]. The catalyst class is: 62.